From a dataset of Experimental lipophilicity measurements (octanol/water distribution) for 4,200 compounds from AstraZeneca. Regression/Classification. Given a drug SMILES string, predict its absorption, distribution, metabolism, or excretion properties. Task type varies by dataset: regression for continuous measurements (e.g., permeability, clearance, half-life) or binary classification for categorical outcomes (e.g., BBB penetration, CYP inhibition). For this dataset (lipophilicity_astrazeneca), we predict Y. (1) The compound is [O-]c1c2c(nn1-c1ccc(Cl)cc1)c1ccccc1c[n+]2Cc1ccccc1. The Y is 4.50 logD. (2) The compound is Cc1cc(C)cc(CCOCCS(=O)(=O)NCCNCCc2ccc(O)c3nc(O)sc23)c1. The Y is 2.45 logD. (3) The drug is Nc1c2c(nc3ccccc13)CCCC2. The Y is 0.380 logD. (4) The molecule is Cc1cc2c(C(=O)NC[C@H](C)c3ccccc3)c(O)c(O)cc2c(O)c1-c1c(C)cc2c(C(=O)NC[C@H](C)c3ccccc3)c(O)c(O)cc2c1O. The Y is 3.48 logD. (5) The molecule is O=C(c1ccc(F)cc1)N1CCC[C@H](c2nc(-c3ccc(F)cc3)no2)C1. The Y is 3.73 logD. (6) The compound is Cc1ccnc(NS(=O)(=O)c2ccc(N)cc2)n1. The Y is -0.510 logD. (7) The compound is CC(C)Cc1ccc(C(C)C(=O)NS(C)(=O)=O)cc1. The Y is 0.780 logD.